This data is from Reaction yield outcomes from USPTO patents with 853,638 reactions. The task is: Predict the reaction yield, written as a fraction of the theoretical maximum amount of product (1.0 means a 100% yield; for example, 0.34 means a 34% yield). The yield is 0.400. The reactants are [NH2:1][C:2]1[NH:3][C:4](=[O:16])[C:5]2[C:13]3[C:8](=[CH:9][CH:10]=[CH:11][C:12]=3[Cl:14])[NH:7][C:6]=2[N:15]=1.[CH3:17][C:18]1[CH:23]=CN=C(N)[C:19]=1C.C(N(CC)CC)C.C(Cl)(Cl)Cl.[CH3:37][OH:38]. No catalyst specified. The product is [Cl:14][C:12]1[CH:11]=[CH:10][CH:9]=[C:8]2[C:13]=1[C:5]1[C:37](=[O:38])[NH:1][C:2]([NH:3][C:4](=[O:16])[C:18]([CH3:23])([CH3:19])[CH3:17])=[N:15][C:6]=1[NH:7]2.